This data is from Forward reaction prediction with 1.9M reactions from USPTO patents (1976-2016). The task is: Predict the product of the given reaction. (1) Given the reactants [CH3:1][C:2]1[C:3]([Sn](CCCC)(CCCC)CCCC)=[N:4][CH:5]=[CH:6][CH:7]=1.[C:21]([O:25][C:26](=[O:45])[N:27]([CH2:29][C:30]1[CH:34]=[C:33](Br)[N:32]([S:36]([C:39]2[CH:40]=[N:41][CH:42]=[CH:43][CH:44]=2)(=[O:38])=[O:37])[CH:31]=1)[CH3:28])([CH3:24])([CH3:23])[CH3:22], predict the reaction product. The product is: [CH3:28][N:27]([CH2:29][C:30]1[CH:34]=[C:33]([C:3]2[C:2]([CH3:1])=[CH:7][CH:6]=[CH:5][N:4]=2)[N:32]([S:36]([C:39]2[CH:40]=[N:41][CH:42]=[CH:43][CH:44]=2)(=[O:38])=[O:37])[CH:31]=1)[C:26](=[O:45])[O:25][C:21]([CH3:24])([CH3:22])[CH3:23]. (2) Given the reactants [N:1]1[CH:6]=[CH:5][C:4]([CH2:7][NH:8][C:9]2[N:17]=[C:16]3[C:12]([N:13]=[CH:14][N:15]3[CH2:18][C:19]3[CH:24]=[CH:23][C:22]([CH2:25][OH:26])=[CH:21][CH:20]=3)=[C:11]([NH2:27])[N:10]=2)=[CH:3][CH:2]=1.[Br:28]Br.C(=O)([O-])O.[Na+], predict the reaction product. The product is: [Br:28][C:14]1[N:15]([CH2:18][C:19]2[CH:24]=[CH:23][C:22]([CH2:25][OH:26])=[CH:21][CH:20]=2)[C:16]2[C:12]([N:13]=1)=[C:11]([NH2:27])[N:10]=[C:9]([NH:8][CH2:7][C:4]1[CH:3]=[CH:2][N:1]=[CH:6][CH:5]=1)[N:17]=2. (3) The product is: [Br:18][C:13]1[CH:12]=[CH:11][C:10]2[N:9]([CH2:19][CH:20]([OH:24])[CH2:21][NH:22][C:26]3[CH:31]=[CH:30][CH:29]=[CH:28][N:27]=3)[C:8]3[C:16]([C:15]=2[CH:14]=1)=[CH:17][C:5]([Br:4])=[CH:6][CH:7]=3. Given the reactants O[Li].O.[Br:4][C:5]1[CH:6]=[CH:7][C:8]2[N:9]([CH2:19][CH:20]3[O:24]C(=O)[N:22]([C:26]4[CH:31]=[CH:30][CH:29]=[CH:28][N:27]=4)[CH2:21]3)[C:10]3[C:15]([C:16]=2[CH:17]=1)=[CH:14][C:13]([Br:18])=[CH:12][CH:11]=3, predict the reaction product. (4) Given the reactants [CH3:1][O:2][C:3]1[CH:4]=[C:5]([CH:10]=[CH:11][C:12]=1[CH3:13])[C:6]([O:8][CH3:9])=[O:7].[Br:14]N1C(=O)CCC1=O, predict the reaction product. The product is: [Br:14][CH2:13][C:12]1[CH:11]=[CH:10][C:5]([C:6]([O:8][CH3:9])=[O:7])=[CH:4][C:3]=1[O:2][CH3:1]. (5) Given the reactants Cl[C:2]1[CH:3]=[C:4]([NH:11][C:12]2[CH:17]=[CH:16][C:15]([O:18][CH3:19])=[C:14]([O:20][CH3:21])[N:13]=2)[C:5]2[N:6]([N:8]=[CH:9][N:10]=2)[CH:7]=1.CC1(C)C(C)(C)OB([C:30]2[CH:31]=[C:32]([CH:37]=[CH:38][CH:39]=2)[C:33]([O:35][CH3:36])=[O:34])O1.CC(C1C=C(C(C)C)C(C2C=CC=CC=2P(C2CCCCC2)C2CCCCC2)=C(C(C)C)C=1)C.C([O-])([O-])=O.[Na+].[Na+], predict the reaction product. The product is: [CH3:19][O:18][C:15]1[CH:16]=[CH:17][C:12]([NH:11][C:4]2[C:5]3[N:6]([N:8]=[CH:9][N:10]=3)[CH:7]=[C:2]([C:30]3[CH:31]=[C:32]([CH:37]=[CH:38][CH:39]=3)[C:33]([O:35][CH3:36])=[O:34])[CH:3]=2)=[N:13][C:14]=1[O:20][CH3:21].